From a dataset of Forward reaction prediction with 1.9M reactions from USPTO patents (1976-2016). Predict the product of the given reaction. (1) Given the reactants Br[C:2]1[CH:7]=[CH:6][CH:5]=[C:4]([CH:8]2[N:12]([C:13]3[CH:18]=[CH:17][CH:16]=[CH:15][C:14]=3[Cl:19])[N:11]=[C:10]([C:20]([F:26])([F:25])[C:21]([F:24])([F:23])[F:22])[CH2:9]2)[N:3]=1.[C:27]([C:30]1[CH:35]=[CH:34][CH:33]=[CH:32][C:31]=1B(O)O)(=[O:29])[CH3:28].C(=O)([O-])[O-].[Na+].[Na+].C(O)C, predict the reaction product. The product is: [C:27]([C:30]1[CH:35]=[CH:34][CH:33]=[CH:32][C:31]=1[C:2]1[CH:7]=[CH:6][CH:5]=[C:4]([CH:8]2[N:12]([C:13]3[CH:18]=[CH:17][CH:16]=[CH:15][C:14]=3[Cl:19])[N:11]=[C:10]([C:20]([F:26])([F:25])[C:21]([F:24])([F:23])[F:22])[CH2:9]2)[N:3]=1)(=[O:29])[CH3:28]. (2) Given the reactants C[O:2][C:3]1[CH:12]=[CH:11][C:10]2[N:9]=[C:8]([NH:13][CH2:14][CH2:15][CH3:16])[C:7]([C:17]3[CH:22]=[CH:21][CH:20]=[CH:19][CH:18]=3)=[N:6][C:5]=2[C:4]=1[C:23]([O:25]C)=[O:24].B(Br)(Br)Br.O, predict the reaction product. The product is: [OH:2][C:3]1[CH:12]=[CH:11][C:10]2[N:9]=[C:8]([NH:13][CH2:14][CH2:15][CH3:16])[C:7]([C:17]3[CH:18]=[CH:19][CH:20]=[CH:21][CH:22]=3)=[N:6][C:5]=2[C:4]=1[C:23]([OH:25])=[O:24].